The task is: Predict the reaction yield, written as a fraction of the theoretical maximum amount of product (1.0 means a 100% yield; for example, 0.34 means a 34% yield).. This data is from Reaction yield outcomes from USPTO patents with 853,638 reactions. (1) The reactants are [NH2:1][C:2]1[CH:10]=[CH:9][CH:8]=[C:7]2[C:3]=1[C:4](=[O:20])[N:5]([CH:12]1[CH2:17][CH2:16][C:15](=[O:18])[NH:14][C:13]1=[O:19])[C:6]2=[O:11].[F:21][C:22]([F:33])([F:32])[C:23]1[CH:31]=[CH:30][C:26]([C:27](Cl)=[O:28])=[CH:25][CH:24]=1. The catalyst is C1COCC1.CO. The product is [O:19]=[C:13]1[CH:12]([N:5]2[C:4](=[O:20])[C:3]3[C:7](=[CH:8][CH:9]=[CH:10][C:2]=3[NH:1][C:27](=[O:28])[C:26]3[CH:30]=[CH:31][C:23]([C:22]([F:21])([F:32])[F:33])=[CH:24][CH:25]=3)[C:6]2=[O:11])[CH2:17][CH2:16][C:15](=[O:18])[NH:14]1. The yield is 0.770. (2) The reactants are [NH2:1][C:2]1[CH:7]=[C:6]([CH3:8])[C:5]([F:9])=[CH:4][C:3]=1[CH:10]([C:18]([O:20][C:21]([CH3:24])([CH3:23])[CH3:22])=[O:19])[C:11]([O:13][C:14]([CH3:17])([CH3:16])[CH3:15])=[O:12].[CH3:25][C:26]1([N:38]2[CH2:43][CH2:42][C:41](=O)[CH2:40][CH2:39]2)[CH2:30][CH2:29][N:28]([C:31]([O:33][C:34]([CH3:37])([CH3:36])[CH3:35])=[O:32])[CH2:27]1. No catalyst specified. The product is [C:34]([O:33][C:31]([N:28]1[CH2:29][CH2:30][C:26]([N:38]2[CH2:39][CH2:40][CH:41]([NH:1][C:2]3[CH:7]=[C:6]([CH3:8])[C:5]([F:9])=[CH:4][C:3]=3[CH:10]([C:11]([O:13][C:14]([CH3:17])([CH3:15])[CH3:16])=[O:12])[C:18]([O:20][C:21]([CH3:24])([CH3:23])[CH3:22])=[O:19])[CH2:42][CH2:43]2)([CH3:25])[CH2:27]1)=[O:32])([CH3:35])([CH3:36])[CH3:37]. The yield is 0.458. (3) The yield is 0.320. The product is [CH2:1]([NH:4][C:5]1[S:6][C:7]([CH2:10][NH:12][C:13]2[S:14][C:15]([CH2:18][NH:19][C:20]3[S:21][CH:22]=[C:23]([C:25]4[CH:30]=[CH:29][C:28]([CH3:31])=[CH:27][CH:26]=4)[N:24]=3)=[CH:16][N:17]=2)=[CH:8][N:9]=1)[CH2:2][CH3:3]. The reactants are [CH2:1]([NH:4][C:5]1[S:6][C:7]([C:10]([NH:12][C:13]2[S:14][C:15]([C:18](=O)[NH:19][C:20]3[S:21][CH:22]=[C:23]([C:25]4[CH:30]=[CH:29][C:28]([CH3:31])=[CH:27][CH:26]=4)[N:24]=3)=[CH:16][N:17]=2)=O)=[CH:8][N:9]=1)[CH2:2][CH3:3]. The catalyst is C1COCC1. (4) The product is [CH3:24][N:2]1[CH:10]2[CH:5]([CH2:6][N:7]([C:11]([O:13][CH2:14][C:15]3[CH:20]=[CH:19][CH:18]=[CH:17][CH:16]=3)=[O:12])[CH2:8][CH2:9]2)[CH2:4][CH2:3]1. The reactants are Cl.[NH:2]1[CH:10]2[CH:5]([CH2:6][N:7]([C:11]([O:13][CH2:14][C:15]3[CH:20]=[CH:19][CH:18]=[CH:17][CH:16]=3)=[O:12])[CH2:8][CH2:9]2)[CH2:4][CH2:3]1.C=O.[BH3-][C:24]#N.[Na+]. The catalyst is CO. The yield is 0.940. (5) The reactants are N1C(=O)[CH:3]=[C:4]2[C:9]=1[CH:8]=[CH:7][CH:6]=[CH:5]2.[CH3:15][N:16]([CH2:14][CH2:15][N:16]([CH3:18])[CH3:14])[CH3:18].[Li]CCCC.IC.C1C[O:29]CC1. The product is [CH3:3][C:4]1([CH3:9])[C:5]2[C:15](=[CH:14][CH:8]=[CH:7][CH:6]=2)[NH:16][C:18]1=[O:29]. The yield is 0.520. No catalyst specified. (6) The reactants are [O-:1]Cl.[Na+].[C:4]1([CH2:10][CH2:11][CH2:12]C2C=C[N+]([O-])=CC=2)[CH:9]=[CH:8][CH:7]=[CH:6][CH:5]=1.C1C2C(=CC=CC=2)C=C1. The catalyst is C(Cl)Cl.O. The product is [O:1]1[C@H:11]2[CH2:12][C:9]3[CH:8]=[CH:7][CH:6]=[CH:5][C:4]=3[C@@H:10]12. The yield is 0.430. (7) The reactants are C(OC(=O)NCCCC[C:12]([C:14]1[CH:19]=[CH:18][CH:17]=[C:16]([C:20](=[O:33])[NH:21][CH2:22][CH2:23][CH2:24][NH:25]C(OC(C)(C)C)=O)[CH:15]=1)=[O:13])(C)(C)C.[ClH:35]. No catalyst specified. The product is [Cl-:35].[C:12]([NH:21][CH2:22][CH2:23][CH2:24][NH3+:25])(=[O:13])[C:14]1[CH:19]=[CH:18][CH:17]=[C:16]([C:20]([NH:21][CH2:22][CH2:23][CH2:24][NH3+:25])=[O:33])[CH:15]=1.[Cl-:35]. The yield is 0.560.